This data is from NCI-60 drug combinations with 297,098 pairs across 59 cell lines. The task is: Regression. Given two drug SMILES strings and cell line genomic features, predict the synergy score measuring deviation from expected non-interaction effect. Drug 1: CNC(=O)C1=NC=CC(=C1)OC2=CC=C(C=C2)NC(=O)NC3=CC(=C(C=C3)Cl)C(F)(F)F. Drug 2: CN(C(=O)NC(C=O)C(C(C(CO)O)O)O)N=O. Cell line: NCI-H522. Synergy scores: CSS=-3.05, Synergy_ZIP=-0.289, Synergy_Bliss=-1.74, Synergy_Loewe=-4.40, Synergy_HSA=-4.21.